Dataset: Full USPTO retrosynthesis dataset with 1.9M reactions from patents (1976-2016). Task: Predict the reactants needed to synthesize the given product. (1) Given the product [CH3:16][C:11]1([CH3:17])[C:12]([CH3:15])([CH3:14])[O:13][B:9]([C:6]2[CH:7]=[CH:8][C:3]([CH2:2][N:18]3[CH2:23][CH2:22][O:21][CH2:20][CH2:19]3)=[CH:4][CH:5]=2)[O:10]1, predict the reactants needed to synthesize it. The reactants are: Br[CH2:2][C:3]1[CH:8]=[CH:7][C:6]([B:9]2[O:13][C:12]([CH3:15])([CH3:14])[C:11]([CH3:17])([CH3:16])[O:10]2)=[CH:5][CH:4]=1.[NH:18]1[CH2:23][CH2:22][O:21][CH2:20][CH2:19]1. (2) Given the product [CH3:37][O:36][C:25]1[CH:26]=[C:27]([CH2:30][C:31]([OH:33])=[O:32])[CH:28]=[CH:29][C:24]=1[O:17][CH2:16][CH2:15][CH2:14][C:12]1[C:11]([CH:18]([CH3:19])[CH3:20])=[N:10][N:9]([C:6]2[CH:5]=[CH:4][C:3]([C:2]([F:1])([F:21])[F:22])=[CH:8][N:7]=2)[CH:13]=1, predict the reactants needed to synthesize it. The reactants are: [F:1][C:2]([F:22])([F:21])[C:3]1[CH:4]=[CH:5][C:6]([N:9]2[CH:13]=[C:12]([CH2:14][CH2:15][CH2:16][OH:17])[C:11]([CH:18]([CH3:20])[CH3:19])=[N:10]2)=[N:7][CH:8]=1.O[C:24]1[CH:29]=[CH:28][C:27]([CH2:30][C:31]([O:33]CC)=[O:32])=[CH:26][C:25]=1[O:36][CH3:37].C(P(CCCC)CCCC)CCC.N(C(N1CCCCC1)=O)=NC(N1CCCCC1)=O. (3) Given the product [CH3:1][S:2]([NH:5][C:6]1[CH:14]=[CH:13][CH:12]=[C:11]2[C:7]=1[CH:8]=[CH:9][N:10]2[CH2:15][C:16]([OH:18])=[O:17])(=[O:3])=[O:4], predict the reactants needed to synthesize it. The reactants are: [CH3:1][S:2]([NH:5][C:6]1[CH:14]=[CH:13][CH:12]=[C:11]2[C:7]=1[CH:8]=[CH:9][N:10]2[CH2:15][C:16]([O:18]C)=[O:17])(=[O:4])=[O:3].O.[OH-].[Li+].